Task: Predict the product of the given reaction.. Dataset: Forward reaction prediction with 1.9M reactions from USPTO patents (1976-2016) (1) Given the reactants [NH2:1][C:2]1[N:11]=[CH:10][C:9]2[C:8](=[O:12])[CH2:7][CH:6]([C:13]3[CH:18]=[CH:17][C:16]([F:19])=[CH:15][C:14]=3Br)[CH2:5][C:4]=2[N:3]=1.[N:21]1[CH:26]=[CH:25][CH:24]=[C:23](B(O)O)[CH:22]=1.C(=O)([O-])[O-].[K+].[K+], predict the reaction product. The product is: [NH2:1][C:2]1[N:11]=[CH:10][C:9]2[C:8](=[O:12])[CH2:7][CH:6]([C:13]3[CH:18]=[CH:17][C:16]([F:19])=[CH:15][C:14]=3[C:23]3[CH:22]=[N:21][CH:26]=[CH:25][CH:24]=3)[CH2:5][C:4]=2[N:3]=1. (2) Given the reactants [C:1]([O:5][C:6](=[O:17])[NH:7][C:8]1[CH:13]=[C:12]([Br:14])[CH:11]=[C:10]([F:15])[C:9]=1[F:16])([CH3:4])([CH3:3])[CH3:2].[H-].[Na+].Br[CH2:21][C:22]#[N:23], predict the reaction product. The product is: [C:1]([O:5][C:6](=[O:17])[N:7]([C:8]1[CH:13]=[C:12]([Br:14])[CH:11]=[C:10]([F:15])[C:9]=1[F:16])[CH2:21][C:22]#[N:23])([CH3:4])([CH3:2])[CH3:3]. (3) Given the reactants FC(F)(F)C(O)=O.[NH2:8][CH2:9][CH2:10][CH2:11][NH:12][C:13]1[CH:18]=[C:17]([NH:19][C:20]2[CH:24]=[C:23]([CH:25]3[CH2:27][CH2:26]3)[NH:22][N:21]=2)[N:16]=[C:15]([NH:28][C:29]2[CH:34]=[CH:33][C:32]([CH2:35][C:36]#[N:37])=[CH:31][CH:30]=2)[N:14]=1.FC(F)(F)C(O)=O.O=C1CCC(=O)N1[O:52][C:53](=O)[CH2:54][C:55]1[CH:63]=[CH:62][C:61]2[N:60]3[CH2:64][CH2:65][CH:66]4[O:71][CH:70]5[CH2:72][CH2:73][N+:74]6[C:75]7[CH:84]=[CH:83][C:82]([S:85]([O-:88])(=[O:87])=[O:86])=[CH:81][C:76]=7[C:77]([CH3:80])([CH3:79])[C:78]=6[C:69]5=[CH:68][C:67]4=[C:59]3[C:58]([CH3:90])([CH3:89])[C:57]=2[CH:56]=1.CCN(C(C)C)C(C)C, predict the reaction product. The product is: [C:36]([CH2:35][C:32]1[CH:31]=[CH:30][C:29]([NH:28][C:15]2[N:14]=[C:13]([NH:12][CH2:11][CH2:10][CH2:9][NH:8][C:53](=[O:52])[CH2:54][C:55]3[CH:63]=[CH:62][C:61]4[N:60]5[CH2:64][CH2:65][CH:66]6[O:71][CH:70]7[CH2:72][CH2:73][N+:74]8[C:75]9[CH:84]=[CH:83][C:82]([S:85]([O-:88])(=[O:87])=[O:86])=[CH:81][C:76]=9[C:77]([CH3:80])([CH3:79])[C:78]=8[C:69]7=[CH:68][C:67]6=[C:59]5[C:58]([CH3:90])([CH3:89])[C:57]=4[CH:56]=3)[CH:18]=[C:17]([NH:19][C:20]3[CH:24]=[C:23]([CH:25]4[CH2:27][CH2:26]4)[NH:22][N:21]=3)[N:16]=2)=[CH:34][CH:33]=1)#[N:37]. (4) Given the reactants [Cl:1][C:2]1[CH:10]=[C:9]([F:11])[CH:8]=[CH:7][C:3]=1[C:4]([NH2:6])=[NH:5].[Cl:12][C:13]1[CH:24]=[C:23]([Cl:25])[CH:22]=[CH:21][C:14]=1[CH:15]=[C:16]([C:19]#[N:20])[C:17]#[N:18], predict the reaction product. The product is: [NH2:20][CH2:19][C:16]1[C:17]([NH2:18])=[N:5][C:4]([C:3]2[CH:7]=[CH:8][C:9]([F:11])=[CH:10][C:2]=2[Cl:1])=[N:6][C:15]=1[C:14]1[CH:21]=[CH:22][C:23]([Cl:25])=[CH:24][C:13]=1[Cl:12]. (5) Given the reactants [N+:1]([C:4]1[CH:5]=[C:6]2[C:10](=[CH:11][CH:12]=1)[NH:9][CH:8]=[CH:7]2)([O-:3])=[O:2].[H-].[Na+].[C:15]1([S:21](Cl)(=[O:23])=[O:22])[CH:20]=[CH:19][CH:18]=[CH:17][CH:16]=1, predict the reaction product. The product is: [C:15]1([S:21]([N:9]2[C:10]3[C:6](=[CH:5][C:4]([N+:1]([O-:3])=[O:2])=[CH:12][CH:11]=3)[CH:7]=[CH:8]2)(=[O:23])=[O:22])[CH:20]=[CH:19][CH:18]=[CH:17][CH:16]=1.